From a dataset of Full USPTO retrosynthesis dataset with 1.9M reactions from patents (1976-2016). Predict the reactants needed to synthesize the given product. (1) Given the product [Cl:17][C:6]1[CH:5]=[N:4][CH:3]=[C:2]([C:21]2[CH:22]=[N:18][NH:19][CH:20]=2)[C:7]=1[N:8]1[CH2:13][CH2:12][CH:11]([C:14]([NH2:16])=[O:15])[CH2:10][CH2:9]1, predict the reactants needed to synthesize it. The reactants are: Cl[C:2]1[CH:3]=[N:4][CH:5]=[C:6]([Cl:17])[C:7]=1[N:8]1[CH2:13][CH2:12][CH:11]([C:14]([NH2:16])=[O:15])[CH2:10][CH2:9]1.[NH:18]1[CH:22]=[C:21](B2OC(C)(C)C(C)(C)O2)[CH:20]=[N:19]1.C(=O)([O-])[O-].[Na+].[Na+]. (2) Given the product [Cl:1][C:2]1[C:7]([Cl:12])=[CH:6][N:5]=[C:4]([NH2:8])[C:3]=1[N+:9]([O-:11])=[O:10], predict the reactants needed to synthesize it. The reactants are: [Cl:1][C:2]1[CH:7]=[CH:6][N:5]=[C:4]([NH2:8])[C:3]=1[N+:9]([O-:11])=[O:10].[Cl:12]N1C(=O)CCC1=O. (3) Given the product [CH3:5][O:6][C:7]([C:9]1[C:18]([O:19][CH:2]([CH3:4])[CH3:3])=[C:17]2[C:12]([CH:13]=[CH:14][CH:15]=[N:16]2)=[CH:11][N:10]=1)=[O:8], predict the reactants needed to synthesize it. The reactants are: Br[CH:2]([CH3:4])[CH3:3].[CH3:5][O:6][C:7]([C:9]1[C:18]([OH:19])=[C:17]2[C:12]([CH:13]=[CH:14][CH:15]=[N:16]2)=[CH:11][N:10]=1)=[O:8].C([O-])([O-])=O.[K+].[K+].[NH4+].[Cl-]. (4) Given the product [F:15][C:12]1[CH:11]=[CH:10][C:9]([F:16])=[C:8]2[C:13]=1[CH2:14][C:6]([NH:17][C:18](=[O:30])[C:19]1[CH:24]=[CH:23][CH:22]=[C:21]([CH3:25])[C:20]=1[CH:26]=[C:27]([CH3:28])[CH3:29])([C:4]([OH:5])=[O:3])[CH2:7]2, predict the reactants needed to synthesize it. The reactants are: C([O:3][C:4]([C:6]1([NH:17][C:18](=[O:30])[C:19]2[CH:24]=[CH:23][CH:22]=[C:21]([CH3:25])[C:20]=2[CH:26]=[C:27]([CH3:29])[CH3:28])[CH2:14][C:13]2[C:8](=[C:9]([F:16])[CH:10]=[CH:11][C:12]=2[F:15])[CH2:7]1)=[O:5])C.[OH-].[K+]. (5) Given the product [CH3:37][C:2]([CH3:1])([O:14][C:15]1[CH:16]=[CH:17][C:18]([CH2:21][CH2:22][CH2:23][NH:24][C@@H:25]([C:27]2[C:36]3[C:31](=[CH:32][CH:33]=[CH:34][CH:35]=3)[CH:30]=[CH:29][CH:28]=2)[CH3:26])=[CH:19][CH:20]=1)[C:3]([NH:5][CH2:6][C:7]([O:9][C:10]([CH3:11])([CH3:12])[CH3:13])=[O:8])=[O:4], predict the reactants needed to synthesize it. The reactants are: [CH3:1][C:2]([CH3:37])([O:14][C:15]1[CH:20]=[CH:19][C:18]([C:21]#[C:22][CH2:23][NH:24][C@@H:25]([C:27]2[C:36]3[C:31](=[CH:32][CH:33]=[CH:34][CH:35]=3)[CH:30]=[CH:29][CH:28]=2)[CH3:26])=[CH:17][CH:16]=1)[C:3]([NH:5][CH2:6][C:7]([O:9][C:10]([CH3:13])([CH3:12])[CH3:11])=[O:8])=[O:4].[H][H]. (6) Given the product [Cl:30][C:18]1[CH:17]=[C:16]([CH2:15][CH:8]([C:3](=[O:7])[CH2:4][CH2:5][CH3:6])[C:9]([O:11][CH2:12][CH3:13])=[O:10])[CH:21]=[CH:20][C:19]=1[C:22]1[CH:27]=[CH:26][CH:25]=[CH:24][C:23]=1[C:28]#[N:29], predict the reactants needed to synthesize it. The reactants are: [H-].[Na+].[C:3]([CH2:8][C:9]([O:11][CH2:12][CH3:13])=[O:10])(=[O:7])[CH2:4][CH2:5][CH3:6].Br[CH2:15][C:16]1[CH:21]=[CH:20][C:19]([C:22]2[C:23]([C:28]#[N:29])=[CH:24][CH:25]=[CH:26][CH:27]=2)=[C:18]([Cl:30])[CH:17]=1.Cl.